This data is from Reaction yield outcomes from USPTO patents with 853,638 reactions. The task is: Predict the reaction yield, written as a fraction of the theoretical maximum amount of product (1.0 means a 100% yield; for example, 0.34 means a 34% yield). The reactants are [CH2:1]([O:3][C:4]1[CH:17]=[C:16]2[C:7]([C:8]([C:19]3[CH:20]=[CH:21][C:22](=[O:26])[N:23]([CH3:25])[CH:24]=3)=[N:9][C@H:10]3[C@@H:15]2[CH2:14][C@H:13]([OH:18])[CH2:12][CH2:11]3)=[CH:6][C:5]=1[O:27][CH3:28])[CH3:2].[C:29]([OH:38])(=[O:37])[C@@H:30]([C@H:32]([C:34]([OH:36])=[O:35])[OH:33])[OH:31]. The catalyst is CC(C)=O.C(O)(C)C. The product is [C:34]([C@@H:32]([C@H:30]([C:29]([OH:38])=[O:37])[OH:31])[OH:33])([OH:36])=[O:35].[CH2:1]([O:3][C:4]1[CH:17]=[C:16]2[C:7]([C:8]([C:19]3[CH:20]=[CH:21][C:22](=[O:26])[N:23]([CH3:25])[CH:24]=3)=[N:9][C@H:10]3[C@@H:15]2[CH2:14][C@H:13]([OH:18])[CH2:12][CH2:11]3)=[CH:6][C:5]=1[O:27][CH3:28])[CH3:2]. The yield is 0.830.